This data is from Forward reaction prediction with 1.9M reactions from USPTO patents (1976-2016). The task is: Predict the product of the given reaction. (1) Given the reactants [NH:1]1[CH2:6][CH2:5][CH:4]([CH2:7][NH:8][C:9]([N:11]2[C:15]3C=CC=[CH:19][C:14]=3[N:13](C)[C:12]2=[O:21])=[O:10])[CH2:3][CH2:2]1.[CH2:22]([O:26][C:27]1[CH:32]=[CH:31][C:30](Cl)=[CH:29][CH:28]=1)[CH:23]1[O:25][CH2:24]1, predict the reaction product. The product is: [NH:1]1[CH2:6][CH2:5][CH:4]([CH2:7][NH:8][C:9]([N:11]2[C:32]3[CH:31]=[CH:30][CH:29]=[CH:28][C:27]=3[N:13]([CH:14]([CH3:15])[CH3:19])[C:12]2=[O:21])=[O:10])[CH2:3][CH2:2]1.[O:25]1[CH:23]([CH2:22][O:26][C:27]2[CH:28]=[CH:29][CH:30]=[CH:31][CH:32]=2)[CH2:24]1. (2) Given the reactants C[C:2]1[C:11]2[C:6](=[CH:7][C:8]([CH3:12])=[CH:9][CH:10]=2)[CH:5]=[C:4]([C:13]([OH:15])=[O:14])[N:3]=1.[OH-].[K+], predict the reaction product. The product is: [CH3:12][C:8]1[CH:7]=[C:6]2[C:11](=[CH:10][CH:9]=1)[CH:2]=[N:3][C:4]([C:13]([OH:15])=[O:14])=[CH:5]2. (3) Given the reactants [CH:1]1[C:9]2[C:8]3[CH2:10][CH2:11][CH2:12][CH2:13][CH2:14][CH2:15][C:7]=3[O:6][C:5]=2[CH:4]=[CH:3][C:2]=1[NH2:16].[C:17](Cl)(=[O:26])[CH2:18][CH2:19][C:20]1[CH:25]=[CH:24][CH:23]=[CH:22][CH:21]=1, predict the reaction product. The product is: [CH:1]1[C:9]2[C:8]3[CH2:10][CH2:11][CH2:12][CH2:13][CH2:14][CH2:15][C:7]=3[O:6][C:5]=2[CH:4]=[CH:3][C:2]=1[NH:16][C:17](=[O:26])[CH2:18][CH2:19][C:20]1[CH:25]=[CH:24][CH:23]=[CH:22][CH:21]=1. (4) Given the reactants [F:1][C:2]1[CH:7]=[CH:6][C:5]([CH2:8][C:9]([N:11]2[C@H:15]([CH:16]([CH3:18])[CH3:17])[CH2:14][O:13][C:12]2=[O:19])=[O:10])=[CH:4][CH:3]=1.[CH3:20][Si]([N-][Si](C)(C)C)(C)C.[Na+].CC(O)=O, predict the reaction product. The product is: [F:1][C:2]1[CH:7]=[CH:6][C:5]([C@@H:8]([CH3:20])[C:9]([N:11]2[C@H:15]([CH:16]([CH3:17])[CH3:18])[CH2:14][O:13][C:12]2=[O:19])=[O:10])=[CH:4][CH:3]=1.